From a dataset of Forward reaction prediction with 1.9M reactions from USPTO patents (1976-2016). Predict the product of the given reaction. (1) Given the reactants Cl.[CH3:2][O:3][C:4]1[CH:5]=[C:6](N)[CH:7]=[C:8]([C:10]([F:13])([F:12])[F:11])[CH:9]=1.N([O-])=O.[Na+].[I-:19].[K+].C([O-])([O-])=O.[Na+].[Na+], predict the reaction product. The product is: [I:19][C:6]1[CH:7]=[C:8]([C:10]([F:13])([F:12])[F:11])[CH:9]=[C:4]([O:3][CH3:2])[CH:5]=1. (2) Given the reactants [CH3:1][CH:2]([OH:8])[CH2:3][CH2:4][CH2:5][CH2:6][CH3:7].[CH:9]1([C:12](O)=[O:13])[CH2:11][CH2:10]1, predict the reaction product. The product is: [CH3:1][CH:2]([O:8][C:12]([CH:9]1[CH2:11][CH2:10]1)=[O:13])[CH2:3][CH2:4][CH2:5][CH2:6][CH3:7]. (3) Given the reactants [C:1]([O:5][C:6](=[O:15])[NH:7][C@@H:8]([CH2:11][CH:12]([CH3:14])[CH3:13])[CH2:9][OH:10])([CH3:4])([CH3:3])[CH3:2].Cl[C:17]1[CH:18]=[CH:19][C:20]2[C:30]3[C:25](=[C:26]([NH:31][C:32](=[O:34])[CH3:33])[N:27]=[CH:28][CH:29]=3)[CH:24]([CH3:35])[O:23][C:21]=2[CH:22]=1, predict the reaction product. The product is: [C:1]([O:5][C:6](=[O:15])[NH:7][C@@H:8]([CH2:11][CH:12]([CH3:13])[CH3:14])[CH2:9][O:10][C:17]1[CH:18]=[CH:19][C:20]2[C:30]3[C:25](=[C:26]([NH:31][C:32](=[O:34])[CH3:33])[N:27]=[CH:28][CH:29]=3)[CH:24]([CH3:35])[O:23][C:21]=2[CH:22]=1)([CH3:4])([CH3:3])[CH3:2]. (4) Given the reactants [F:1][C:2]([F:22])([O:6][C:7]1[CH:8]=[C:9]([CH2:13][NH:14][C:15]2[CH:16]=[C:17]([OH:21])[CH:18]=[CH:19][CH:20]=2)[CH:10]=[CH:11][CH:12]=1)[CH:3]([F:5])[F:4].[F:23][C:24]([F:30])([F:29])S([O-])(=O)=O.[Yb+3].[F:32][C:33]([F:39])([F:38])S([O-])(=O)=O.FC(F)(F)S([O-])(=O)=O, predict the reaction product. The product is: [F:1][C:2]([F:22])([O:6][C:7]1[CH:8]=[C:9]([CH2:13][N:14]([C:15]2[CH:20]=[CH:19][CH:18]=[C:17]([O:21][CH2:13][C:9]3[CH:10]=[CH:11][CH:12]=[C:7]([C:33]([F:39])([F:38])[F:32])[CH:8]=3)[CH:16]=2)[CH2:3][C@@H:2]([OH:6])[C:24]([F:30])([F:29])[F:23])[CH:10]=[CH:11][CH:12]=1)[CH:3]([F:4])[F:5]. (5) The product is: [C:10]([O:9][C:7](=[O:8])[CH2:6][CH:2]1[CH2:3][CH2:4][CH2:5][N:1]1[C:15]1[C:24]([N+:25]([O-:27])=[O:26])=[CH:23][C:18]([C:19]([O:21][CH3:22])=[O:20])=[CH:17][N:16]=1)([CH3:13])([CH3:12])[CH3:11]. Given the reactants [NH:1]1[CH2:5][CH2:4][CH2:3][CH:2]1[CH2:6][C:7]([O:9][C:10]([CH3:13])([CH3:12])[CH3:11])=[O:8].Cl[C:15]1[C:24]([N+:25]([O-:27])=[O:26])=[CH:23][C:18]([C:19]([O:21][CH3:22])=[O:20])=[CH:17][N:16]=1.C([O-])([O-])=O.[K+].[K+].C(N(CC)CC)C, predict the reaction product.